This data is from NCI-60 drug combinations with 297,098 pairs across 59 cell lines. The task is: Regression. Given two drug SMILES strings and cell line genomic features, predict the synergy score measuring deviation from expected non-interaction effect. Drug 1: CNC(=O)C1=CC=CC=C1SC2=CC3=C(C=C2)C(=NN3)C=CC4=CC=CC=N4. Drug 2: C1=NC2=C(N1)C(=S)N=CN2. Cell line: HCT116. Synergy scores: CSS=35.6, Synergy_ZIP=-8.10, Synergy_Bliss=-9.40, Synergy_Loewe=-13.5, Synergy_HSA=-7.36.